This data is from Full USPTO retrosynthesis dataset with 1.9M reactions from patents (1976-2016). The task is: Predict the reactants needed to synthesize the given product. (1) Given the product [Br:1][C:2]1[C:3]([N:10]([CH:12]2[CH2:13][CH2:14][CH2:15][CH2:16][CH2:17]2)[NH:11][C:41]([C:37]2[CH:38]=[N:39][CH:40]=[C:35]([C:31]3[CH:32]=[CH:33][CH:34]=[C:29]([CH2:28][Cl:27])[CH:30]=3)[CH:36]=2)=[O:42])=[N:4][C:5]([C:8]#[N:9])=[N:6][CH:7]=1, predict the reactants needed to synthesize it. The reactants are: [Br:1][C:2]1[C:3]([N:10]([CH:12]2[CH2:17][CH2:16][CH2:15][CH2:14][CH2:13]2)[NH2:11])=[N:4][C:5]([C:8]#[N:9])=[N:6][CH:7]=1.CCN(C(C)C)C(C)C.[Cl:27][CH2:28][C:29]1[CH:30]=[C:31]([C:35]2[CH:36]=[C:37]([C:41](Cl)=[O:42])[CH:38]=[N:39][CH:40]=2)[CH:32]=[CH:33][CH:34]=1. (2) Given the product [C:11]([O:10][C:9]([NH:8][C@H:3]1[CH2:4][CH2:5][CH2:6][CH2:7][C@@H:2]1[N:1]1[C:17]([C:26]2[CH:27]=[CH:28][CH:29]=[CH:30][CH:31]=2)=[C:18]([C:19]([O:21][CH2:22][CH3:23])=[O:20])[N:24]=[CH:25]1)=[O:15])([CH3:12])([CH3:14])[CH3:13], predict the reactants needed to synthesize it. The reactants are: [NH2:1][C@H:2]1[CH2:7][CH2:6][CH2:5][CH2:4][C@@H:3]1[NH:8][C:9](=[O:15])[O:10][C:11]([CH3:14])([CH3:13])[CH3:12].Br[C:17]([C:26]1[CH:31]=[CH:30][CH:29]=[CH:28][CH:27]=1)=[C:18]([N+:24]#[C-:25])[C:19]([O:21][CH2:22][CH3:23])=[O:20].C(N(CC)C(C)C)(C)C.C1CCN2C(=NCCC2)CC1. (3) Given the product [O:24]1[CH:25]=[CH:26][N:27]=[C:23]1[C:11]1[NH:10][C:14]2=[N:15][CH:16]=[C:17]([S:19]([CH3:22])(=[O:20])=[O:21])[CH:18]=[C:13]2[CH:12]=1, predict the reactants needed to synthesize it. The reactants are: C1(S([N:10]2[C:14]3=[N:15][CH:16]=[C:17]([S:19]([CH3:22])(=[O:21])=[O:20])[CH:18]=[C:13]3[CH:12]=[C:11]2[C:23]2[O:24][CH:25]=[CH:26][N:27]=2)(=O)=O)C=CC=CC=1.[OH-].[K+].CO. (4) The reactants are: [CH2:1]([NH2:4])[CH2:2][NH2:3].C([Li])CCC.[Cl:10][C:11]1[CH:17]=[C:16]([Cl:18])[CH:15]=[C:14]([C:19](F)(F)F)[C:12]=1[NH2:13].O. Given the product [Cl:10][C:11]1[CH:17]=[C:16]([Cl:18])[CH:15]=[C:14]([C:19]2[NH:3][CH2:2][CH2:1][N:4]=2)[C:12]=1[NH2:13], predict the reactants needed to synthesize it. (5) Given the product [F:33][C:15]1[CH:16]=[C:17]([C:20]([F:31])([F:32])[C:21]([F:30])([F:29])[C:22]([F:27])([F:28])[C:23]([F:25])([F:26])[F:24])[CH:18]=[CH:19][C:14]=1[NH:13][C:11]1[C:5]([C:6]([O:39][CH2:40][CH3:41])=[O:7])=[CH:4][N:3]([CH3:2])[C:49](=[O:50])[CH:12]=1, predict the reactants needed to synthesize it. The reactants are: Cl[C:2]1[CH:12]=[C:11]([NH:13][C:14]2[CH:19]=[CH:18][C:17]([C:20]([F:32])([F:31])[C:21]([F:30])([F:29])[C:22]([F:28])([F:27])[C:23]([F:26])([F:25])[F:24])=[CH:16][C:15]=2[F:33])[C:5]([C:6](OCC)=[O:7])=[CH:4][N:3]=1.COS([O:39][CH3:40])(=O)=O.[CH2:41](N(CC)CC)C.C[C:49](O)=[O:50]. (6) Given the product [NH2:5][CH2:9][CH2:10][O:11][NH:12][C:13]([C@@H:15]1[CH2:21][CH2:20][C@@H:19]2[CH2:22][N:16]1[C:17](=[O:28])[N:18]2[O:23][S:24]([OH:27])(=[O:26])=[O:25])=[O:14], predict the reactants needed to synthesize it. The reactants are: C([N:5]([CH2:9][CH2:10][O:11][NH:12][C:13]([C@@H:15]1[CH2:21][CH2:20][C@@H:19]2[CH2:22][N:16]1[C:17](=[O:28])[N:18]2[O:23][S:24]([OH:27])(=[O:26])=[O:25])=[O:14])C(=O)[O-])(C)(C)C.C([N+](CCCC)(CCCC)CCCC)CCC.FC(F)(F)C(O)=O.C(OC(C)C)(C)C.